Predict the reactants needed to synthesize the given product. From a dataset of Full USPTO retrosynthesis dataset with 1.9M reactions from patents (1976-2016). (1) Given the product [ClH:9].[ClH:9].[NH2:1][C@H:2]1[CH2:7][CH2:6][C@H:5]([NH:8][C:10]2[N:18]=[C:17]3[C:13]([N:14]=[CH:15][N:16]3[CH:19]3[CH2:20][CH2:21][CH2:22][CH2:23]3)=[C:12]([NH:24][C:25]3[CH:30]=[CH:29][C:28]([S:31]([NH2:34])(=[O:33])=[O:32])=[CH:27][CH:26]=3)[N:11]=2)[CH2:4][CH2:3]1, predict the reactants needed to synthesize it. The reactants are: [NH2:1][C@H:2]1[CH2:7][CH2:6][C@H:5]([NH2:8])[CH2:4][CH2:3]1.[Cl:9][C:10]1[N:18]=[C:17]2[C:13]([N:14]=[CH:15][N:16]2[CH:19]2[CH2:23][CH2:22][CH2:21][CH2:20]2)=[C:12]([NH:24][C:25]2[CH:30]=[CH:29][C:28]([S:31]([NH2:34])(=[O:33])=[O:32])=[CH:27][CH:26]=2)[N:11]=1. (2) Given the product [Br:22][CH2:1][C:2]1[CH:14]=[CH:13][C:5]([C:6]([O:8][C:9]([CH3:11])([CH3:10])[CH3:12])=[O:7])=[CH:4][N:3]=1, predict the reactants needed to synthesize it. The reactants are: [CH3:1][C:2]1[CH:14]=[CH:13][C:5]([C:6]([O:8][C:9]([CH3:12])([CH3:11])[CH3:10])=[O:7])=[CH:4][N:3]=1.C1C(=O)N([Br:22])C(=O)C1.CC(N=NC(C#N)(C)C)(C#N)C. (3) The reactants are: [CH3:1][Si:2]([O:5][C:6](=[O:10])/[CH:7]=[CH:8]/[CH3:9])([CH3:4])[CH3:3].[Br:11]N1C(=O)CCC1=O.C(OOC(=O)C1C=CC=CC=1)(=O)C1C=CC=CC=1. Given the product [CH3:1][Si:2]([O:5][C:6](=[O:10])/[CH:7]=[CH:8]/[CH2:9][Br:11])([CH3:4])[CH3:3], predict the reactants needed to synthesize it. (4) Given the product [Cl:1][C:2]1[N:7]=[C:6]([Cl:8])[CH:5]=[C:4]([C:11]2[O:10][CH:14]=[CH:13][CH:12]=2)[N:3]=1, predict the reactants needed to synthesize it. The reactants are: [Cl:1][C:2]1[N:7]=[C:6]([Cl:8])[CH:5]=[C:4](Cl)[N:3]=1.[O:10]1[CH:14]=[CH:13][CH:12]=[C:11]1B(O)O.C(=O)([O-])[O-].[K+].[K+]. (5) The reactants are: [NH2:1][C:2]1[C:25]([N+:26]([O-])=O)=[CH:24][CH:23]=[CH:22][C:3]=1[C:4]([NH:6][C:7]1[CH:12]=[CH:11][C:10]([CH2:13][CH2:14][N:15]2[CH2:20][CH2:19][N:18]([CH3:21])[CH2:17][CH2:16]2)=[CH:9][CH:8]=1)=[O:5]. Given the product [NH2:1][C:2]1[C:25]([NH2:26])=[CH:24][CH:23]=[CH:22][C:3]=1[C:4]([NH:6][C:7]1[CH:8]=[CH:9][C:10]([CH2:13][CH2:14][N:15]2[CH2:20][CH2:19][N:18]([CH3:21])[CH2:17][CH2:16]2)=[CH:11][CH:12]=1)=[O:5], predict the reactants needed to synthesize it. (6) The reactants are: [F:1][C:2]([F:12])([F:11])[C:3]1[CH:8]=[CH:7][CH:6]=[CH:5][C:4]=1[NH:9][NH2:10].[CH3:13][C:14]([CH3:21])([CH3:20])[C:15](=O)[CH2:16][C:17]#[N:18]. Given the product [C:14]([C:15]1[CH:16]=[C:17]([NH2:18])[N:9]([C:4]2[CH:5]=[CH:6][CH:7]=[CH:8][C:3]=2[C:2]([F:11])([F:12])[F:1])[N:10]=1)([CH3:21])([CH3:20])[CH3:13], predict the reactants needed to synthesize it. (7) Given the product [Cl:1][C:2]1[CH:27]=[N:26][C:5]2[N:6]=[C:7]([N:13]3[CH2:18][CH2:17][NH:16][CH2:15][CH2:14]3)[C:8]3[N:9]([CH:10]=[N:11][N:12]=3)[C:4]=2[CH:3]=1, predict the reactants needed to synthesize it. The reactants are: [Cl:1][C:2]1[CH:27]=[N:26][C:5]2[N:6]=[C:7]([N:13]3[CH2:18][CH2:17][N:16](C(OC(C)(C)C)=O)[CH2:15][CH2:14]3)[C:8]3[N:9]([CH:10]=[N:11][N:12]=3)[C:4]=2[CH:3]=1.C(O)(C(F)(F)F)=O.